Dataset: Catalyst prediction with 721,799 reactions and 888 catalyst types from USPTO. Task: Predict which catalyst facilitates the given reaction. Reactant: C[Mg]Br.C([O:6][CH2:7][CH3:8])C.[CH2:9]([NH:11][CH2:12][CH3:13])[CH3:10].[Cl:14][C:15]1[CH:16]=[C:17]([CH:20]=[CH:21][C:22]=1[CH2:23][S:24][C:25]1[N:30]=[C:29](O)[CH:28]=C(C)[N:26]=1)[C:18]#[N:19]. Product: [Cl:14][C:15]1[CH:16]=[C:17]([C:18](=[NH:19])[N:11]([CH2:12][CH3:13])[CH2:9][CH3:10])[CH:20]=[CH:21][C:22]=1[CH2:23][S:24][C:25]1[N:26]=[C:7]([OH:6])[CH:8]=[C:29]([CH3:28])[N:30]=1. The catalyst class is: 1.